From a dataset of Reaction yield outcomes from USPTO patents with 853,638 reactions. Predict the reaction yield, written as a fraction of the theoretical maximum amount of product (1.0 means a 100% yield; for example, 0.34 means a 34% yield). (1) The reactants are [Br:1][C:2]1[CH:7]=[CH:6][C:5]([CH2:8]O)=[CH:4][C:3]=1[CH2:10][CH3:11].[Cl:12]CCl.C(N(CC)CC)C.CS(Cl)(=O)=O. The catalyst is [Cl-].[Na+].O. The product is [Br:1][C:2]1[CH:7]=[CH:6][C:5]([CH2:8][Cl:12])=[CH:4][C:3]=1[CH2:10][CH3:11]. The yield is 0.670. (2) The reactants are [CH:1]1([C:4]2[CH:5]=C([CH:9]=[CH:10][N:11]=2)C#N)[CH2:3][CH2:2]1.[OH-:12].[Na+].[CH2:14]([OH:16])[CH3:15]. The catalyst is O. The product is [CH:1]1([C:4]2[CH:5]=[C:15]([CH:9]=[CH:10][N:11]=2)[C:14]([OH:12])=[O:16])[CH2:3][CH2:2]1. The yield is 0.990. (3) The reactants are [NH2:1][C:2]1[C:9](Br)=[CH:8][C:7]([N+:11]([O-:13])=[O:12])=[CH:6][C:3]=1[C:4]#[N:5].[CH3:14][C:15]([CH3:19])([CH3:18])[C:16]#[CH:17]. The catalyst is CCN(CC)CC.[Cu]I.Cl[Pd](Cl)([P](C1C=CC=CC=1)(C1C=CC=CC=1)C1C=CC=CC=1)[P](C1C=CC=CC=1)(C1C=CC=CC=1)C1C=CC=CC=1. The product is [NH2:1][C:2]1[C:9]([C:17]#[C:16][C:15]([CH3:19])([CH3:18])[CH3:14])=[CH:8][C:7]([N+:11]([O-:13])=[O:12])=[CH:6][C:3]=1[C:4]#[N:5]. The yield is 0.710.